Dataset: Full USPTO retrosynthesis dataset with 1.9M reactions from patents (1976-2016). Task: Predict the reactants needed to synthesize the given product. (1) The reactants are: Cl[S:2]([C:5]1[CH:6]=[C:7]([CH:12]=[CH:13][CH:14]=1)[C:8]([O:10][CH3:11])=[O:9])(=[O:4])=[O:3].Cl.[NH2:16][CH2:17][CH2:18][C:19]([O:21][C:22]([CH3:25])([CH3:24])[CH3:23])=[O:20].Cl. Given the product [CH3:11][O:10][C:8](=[O:9])[C:7]1[CH:12]=[CH:13][CH:14]=[C:5]([S:2](=[O:4])(=[O:3])[NH:16][CH2:17][CH2:18][C:19]([O:21][C:22]([CH3:25])([CH3:24])[CH3:23])=[O:20])[CH:6]=1, predict the reactants needed to synthesize it. (2) The reactants are: [Br:1][C:2]1[CH:3]=[C:4]2[C:9](=[CH:10][CH:11]=1)[N:8]=[CH:7][C:6]([C:12](=[O:16])[CH2:13][CH2:14][CH3:15])=[C:5]2Cl.[NH2:18][C:19]1[CH:20]=[CH:21][C:22]([N:25]2[CH2:30][CH2:29][N:28]([C:31]([O:33][C:34]([CH3:37])([CH3:36])[CH3:35])=[O:32])[CH2:27][CH2:26]2)=[N:23][CH:24]=1. Given the product [Br:1][C:2]1[CH:3]=[C:4]2[C:9](=[CH:10][CH:11]=1)[N:8]=[CH:7][C:6]([C:12](=[O:16])[CH2:13][CH2:14][CH3:15])=[C:5]2[NH:18][C:19]1[CH:20]=[CH:21][C:22]([N:25]2[CH2:30][CH2:29][N:28]([C:31]([O:33][C:34]([CH3:37])([CH3:36])[CH3:35])=[O:32])[CH2:27][CH2:26]2)=[N:23][CH:24]=1, predict the reactants needed to synthesize it. (3) Given the product [C:1]([O:5][C:6]([N:8]1[CH2:9][CH:10]2[N:16]([S:17]([C:20]3[CH:21]=[CH:22][C:23]([Cl:26])=[CH:24][CH:25]=3)(=[O:18])=[O:19])[CH:14]([CH2:13][C:12](=[O:27])[C:11]2=[CH:28][OH:29])[CH2:15]1)=[O:7])([CH3:4])([CH3:2])[CH3:3], predict the reactants needed to synthesize it. The reactants are: [C:1]([O:5][C:6]([N:8]1[CH2:15][CH:14]2[N:16]([S:17]([C:20]3[CH:25]=[CH:24][C:23]([Cl:26])=[CH:22][CH:21]=3)(=[O:19])=[O:18])[CH:10]([CH2:11][C:12](=[O:27])[CH2:13]2)[CH2:9]1)=[O:7])([CH3:4])([CH3:3])[CH3:2].[CH:28](OCC)=[O:29].[O-]CC.[Na+]. (4) Given the product [CH3:1][C:2]1[C:3]([NH:13][CH2:15][C:16]([O:18][CH3:19])=[O:17])=[CH:4][S:5][C:6]=1[C:7]1[CH:12]=[CH:11][CH:10]=[CH:9][CH:8]=1, predict the reactants needed to synthesize it. The reactants are: [CH3:1][C:2]1[C:3]([NH2:13])=[CH:4][S:5][C:6]=1[C:7]1[CH:12]=[CH:11][CH:10]=[CH:9][CH:8]=1.Br[CH2:15][C:16]([O:18][CH3:19])=[O:17].C([O-])([O-])=O.[K+].[K+].O. (5) Given the product [O:28]1[CH2:29][CH2:30][N:25]([CH2:24][C:22]2[CH:21]=[C:4]([CH:3]=[C:2]([B:34]3[O:35][C:36]([CH3:38])([CH3:37])[C:32]([CH3:48])([CH3:31])[O:33]3)[CH:23]=2)[CH2:5][O:6][C:7]2[CH:12]=[CH:11][CH:10]=[CH:9][C:8]=2[CH2:13][C:14]([O:16][C:17]([CH3:20])([CH3:19])[CH3:18])=[O:15])[CH2:26][CH2:27]1, predict the reactants needed to synthesize it. The reactants are: Br[C:2]1[CH:3]=[C:4]([CH:21]=[C:22]([CH2:24][N:25]2[CH2:30][CH2:29][O:28][CH2:27][CH2:26]2)[CH:23]=1)[CH2:5][O:6][C:7]1[CH:12]=[CH:11][CH:10]=[CH:9][C:8]=1[CH2:13][C:14]([O:16][C:17]([CH3:20])([CH3:19])[CH3:18])=[O:15].[CH3:31][C:32]1([CH3:48])[C:36]([CH3:38])([CH3:37])[O:35][B:34]([B:34]2[O:35][C:36]([CH3:38])([CH3:37])[C:32]([CH3:48])([CH3:31])[O:33]2)[O:33]1.C([O-])(=O)C.[K+].C(Cl)Cl.